Dataset: Full USPTO retrosynthesis dataset with 1.9M reactions from patents (1976-2016). Task: Predict the reactants needed to synthesize the given product. (1) The reactants are: [C:1]12([NH:11][CH2:12][C:13]3[CH:18]=[CH:17][C:16](Br)=[CH:15][CH:14]=3)[CH2:10][CH:5]3[CH2:6][CH:7]([CH2:9][CH:3]([CH2:4]3)[CH2:2]1)[CH2:8]2.[CH3:20][S:21][C:22]1[CH:27]=[CH:26][CH:25]=[CH:24][C:23]=1B(O)O. Given the product [C:1]12([NH:11][CH2:12][C:13]3[CH:18]=[CH:17][C:16]([C:23]4[CH:24]=[CH:25][CH:26]=[CH:27][C:22]=4[S:21][CH3:20])=[CH:15][CH:14]=3)[CH2:10][CH:5]3[CH2:6][CH:7]([CH2:9][CH:3]([CH2:4]3)[CH2:2]1)[CH2:8]2, predict the reactants needed to synthesize it. (2) Given the product [Br:17][C:12]1[CH:13]=[CH:14][C:9]([N:6]2[CH2:7][CH2:8][N:3]([CH2:1][CH3:2])[CH2:4][CH2:5]2)=[C:10]([CH3:16])[CH:11]=1, predict the reactants needed to synthesize it. The reactants are: [CH2:1]([N:3]1[CH2:8][CH2:7][N:6]([C:9]2[CH:14]=[CH:13][C:12](N)=[CH:11][C:10]=2[CH3:16])[CH2:5][CH2:4]1)[CH3:2].[BrH:17].N([O-])=O.[Na+]. (3) The reactants are: [NH2:1][C:2]1[CH:3]=[CH:4][C:5]([CH3:24])=[C:6]([CH:23]=1)[O:7][C:8]1[CH:9]=[CH:10][C:11]2[N:12]([CH:14]=[C:15]([NH:17][C:18]([CH:20]3[CH2:22][CH2:21]3)=[O:19])[N:16]=2)[N:13]=1.[F:25][C:26]([F:37])([F:36])[C:27]1[CH:28]=[C:29]([CH:33]=[CH:34][CH:35]=1)[C:30](O)=[O:31].Cl.CN(C)CCCN=C=NCC.ON1C2C=CC=CC=2N=N1. Given the product [CH:20]1([C:18]([NH:17][C:15]2[N:16]=[C:11]3[CH:10]=[CH:9][C:8]([O:7][C:6]4[CH:23]=[C:2]([NH:1][C:30](=[O:31])[C:29]5[CH:33]=[CH:34][CH:35]=[C:27]([C:26]([F:25])([F:36])[F:37])[CH:28]=5)[CH:3]=[CH:4][C:5]=4[CH3:24])=[N:13][N:12]3[CH:14]=2)=[O:19])[CH2:22][CH2:21]1, predict the reactants needed to synthesize it. (4) Given the product [CH3:1][S:2][C:3]1[S:4][C:5]2[C:6]([N:16]=1)=[N:7][CH:8]=[C:9]([CH2:11][OH:12])[CH:10]=2, predict the reactants needed to synthesize it. The reactants are: [CH3:1][S:2][C:3]1[S:4][C:5]2[C:6]([N:16]=1)=[N:7][CH:8]=[C:9]([C:11](OCC)=[O:12])[CH:10]=2.CSC1SC2C=C(C(OCC)=O)C=CC=2N=1. (5) Given the product [CH3:15][C:5]1[CH:4]=[CH:3][C:2]([C:12]#[C:11][Si:10]([CH3:14])([CH3:13])[CH3:9])=[CH:7][N:6]=1, predict the reactants needed to synthesize it. The reactants are: Br[C:2]1[CH:3]=[CH:4][C:5](N)=[N:6][CH:7]=1.[CH3:9][Si:10]([CH3:14])([CH3:13])[C:11]#[CH:12].[C:15]1(P(C2C=CC=CC=2)C2C=CC=CC=2)C=CC=CC=1.C(N(CC)CC)C. (6) The reactants are: [C:1]([NH:9][C:10]1[S:11][C@H:12]([CH3:34])[C@@H:13]2[CH2:19][C@H:18]([C:20]([NH:22][CH2:23][CH:24]=O)=[O:21])[O:17][CH2:16][C@:14]2([C:26]2[CH:31]=[CH:30][C:29]([F:32])=[CH:28][C:27]=2[F:33])[N:15]=1)(=[O:8])[C:2]1[CH:7]=[CH:6][CH:5]=[CH:4][CH:3]=1.FC1C=C(F)C=CC=1[C@]12CO[C@@H](C3OC=C(C)N=3)C[C@H]1CSC(NC(=O)C1C=CC=CC=1)=N2. Given the product [F:33][C:27]1[CH:28]=[C:29]([F:32])[CH:30]=[CH:31][C:26]=1[C@:14]12[CH2:16][O:17][C@@H:18]([C:20]3[O:21][CH:24]=[CH:23][N:22]=3)[CH2:19][C@H:13]1[C@@H:12]([CH3:34])[S:11][C:10]([NH:9][C:1](=[O:8])[C:2]1[CH:3]=[CH:4][CH:5]=[CH:6][CH:7]=1)=[N:15]2, predict the reactants needed to synthesize it. (7) Given the product [Cl:41][C:42]1[CH:47]=[C:46]([CH:45]=[C:44]([Cl:50])[CH:43]=1)[CH2:48][N:21]([CH2:20][C:11]1[CH:12]=[C:13]([C:16]([F:19])([F:17])[F:18])[CH:14]=[CH:15][C:10]=1[C:8]1[CH:9]=[C:4]([CH:1]([CH3:3])[CH3:2])[CH:5]=[CH:6][C:7]=1[O:39][CH3:40])[C:22]1[N:23]=[CH:24][C:25]([O:28][CH2:29][CH2:30][CH2:31][C:32]([O:34][C:35]([CH3:38])([CH3:37])[CH3:36])=[O:33])=[CH:26][N:27]=1, predict the reactants needed to synthesize it. The reactants are: [CH:1]([C:4]1[CH:5]=[CH:6][C:7]([O:39][CH3:40])=[C:8]([C:10]2[CH:15]=[CH:14][C:13]([C:16]([F:19])([F:18])[F:17])=[CH:12][C:11]=2[CH2:20][NH:21][C:22]2[N:27]=[CH:26][C:25]([O:28][CH2:29][CH2:30][CH2:31][C:32]([O:34][C:35]([CH3:38])([CH3:37])[CH3:36])=[O:33])=[CH:24][N:23]=2)[CH:9]=1)([CH3:3])[CH3:2].[Cl:41][C:42]1[CH:47]=[C:46]([CH2:48]Cl)[CH:45]=[C:44]([Cl:50])[CH:43]=1.[H-].[Na+].